From a dataset of Catalyst prediction with 721,799 reactions and 888 catalyst types from USPTO. Predict which catalyst facilitates the given reaction. (1) Reactant: [NH2:1][C:2]1[CH:10]=[CH:9][CH:8]=[C:7]2[C:3]=1[C:4](=[O:20])[N:5]([CH:12]1[CH2:17][CH2:16][C:15](=[O:18])[NH:14][C:13]1=[O:19])[C:6]2=[O:11].[F:21][C:22]1[CH:30]=[CH:29][C:25]([C:26](Cl)=[O:27])=[CH:24][CH:23]=1.CO. Product: [O:19]=[C:13]1[CH:12]([N:5]2[C:4](=[O:20])[C:3]3[C:7](=[CH:8][CH:9]=[CH:10][C:2]=3[NH:1][C:26](=[O:27])[C:25]3[CH:29]=[CH:30][C:22]([F:21])=[CH:23][CH:24]=3)[C:6]2=[O:11])[CH2:17][CH2:16][C:15](=[O:18])[NH:14]1. The catalyst class is: 1. (2) Reactant: [H-].[Na+].[Cl:3][C:4]1[CH:5]=[C:6]2[C:10](=[CH:11][CH:12]=1)[NH:9][CH:8]=[C:7]2[C:13]([O:15][CH3:16])=[O:14].Cl[C:18]1[C:27]2[C:22](=[CH:23][CH:24]=[CH:25][CH:26]=2)[N:21]=[CH:20][CH:19]=1.O. Product: [Cl:3][C:4]1[CH:5]=[C:6]2[C:10](=[CH:11][CH:12]=1)[N:9]([C:18]1[C:27]3[C:22](=[CH:23][CH:24]=[CH:25][CH:26]=3)[N:21]=[CH:20][CH:19]=1)[CH:8]=[C:7]2[C:13]([O:15][CH3:16])=[O:14]. The catalyst class is: 9. (3) The catalyst class is: 19. Reactant: C([Si](C)(C)[O:6][CH:7]1[CH2:12][CH:11]([C:13]2[CH:18]=[CH:17][C:16]([N+:19]([O-:21])=[O:20])=[CH:15][C:14]=2[F:22])[CH2:10][CH2:9][C:8]1=[O:23])(C)(C)C. Product: [F:22][C:14]1[CH:15]=[C:16]([N+:19]([O-:21])=[O:20])[CH:17]=[CH:18][C:13]=1[CH:11]1[CH2:10][CH2:9][C:8](=[O:23])[CH:7]([OH:6])[CH2:12]1.